From a dataset of Full USPTO retrosynthesis dataset with 1.9M reactions from patents (1976-2016). Predict the reactants needed to synthesize the given product. (1) Given the product [C:1]([C:5]1[O:9][C:8]([C:10]2[CH:15]=[C:14]([O:16][CH2:17][C:18]3[CH:19]=[C:20]([CH:24]([CH:31]4[CH2:33][CH2:32]4)[CH2:25][C:26]([OH:28])=[O:27])[CH:21]=[CH:22][CH:23]=3)[CH:13]=[CH:12][C:11]=2[C:34]2[CH:39]=[C:38]([O:40][CH3:41])[CH:37]=[CH:36][C:35]=2[F:42])=[N:7][N:6]=1)([CH3:4])([CH3:2])[CH3:3], predict the reactants needed to synthesize it. The reactants are: [C:1]([C:5]1[O:9][C:8]([C:10]2[CH:15]=[C:14]([O:16][CH2:17][C:18]3[CH:19]=[C:20]([CH:24]([CH:31]4[CH2:33][CH2:32]4)[CH2:25][C:26]([O:28]CC)=[O:27])[CH:21]=[CH:22][CH:23]=3)[CH:13]=[CH:12][C:11]=2[C:34]2[CH:39]=[C:38]([O:40][CH3:41])[CH:37]=[CH:36][C:35]=2[F:42])=[N:7][N:6]=1)([CH3:4])([CH3:3])[CH3:2].[OH-].[Na+].O.Cl. (2) Given the product [CH2:1]([O:3][C:4](=[O:15])[C:5]1[C:10]([Cl:11])=[CH:9][CH:8]=[C:7]([CH:12]=[N:16][OH:17])[C:6]=1[F:14])[CH3:2], predict the reactants needed to synthesize it. The reactants are: [CH2:1]([O:3][C:4](=[O:15])[C:5]1[C:10]([Cl:11])=[CH:9][CH:8]=[C:7]([CH:12]=O)[C:6]=1[F:14])[CH3:2].[NH2:16][OH:17]. (3) Given the product [C:15](=[N:28][C:2]1[CH:3]=[CH:4][C:5](=[O:14])[N:6]([C:8]2[CH:13]=[CH:12][CH:11]=[CH:10][CH:9]=2)[CH:7]=1)([C:22]1[CH:23]=[CH:24][CH:25]=[CH:26][CH:27]=1)[C:16]1[CH:21]=[CH:20][CH:19]=[CH:18][CH:17]=1, predict the reactants needed to synthesize it. The reactants are: Br[C:2]1[CH:3]=[CH:4][C:5](=[O:14])[N:6]([C:8]2[CH:13]=[CH:12][CH:11]=[CH:10][CH:9]=2)[CH:7]=1.[C:15](=[NH:28])([C:22]1[CH:27]=[CH:26][CH:25]=[CH:24][CH:23]=1)[C:16]1[CH:21]=[CH:20][CH:19]=[CH:18][CH:17]=1.C1C=CC(P(C2C=CC3C(=CC=CC=3)C=2C2C3C(=CC=CC=3)C=CC=2P(C2C=CC=CC=2)C2C=CC=CC=2)C2C=CC=CC=2)=CC=1.CC(C)([O-])C.[Na+]. (4) Given the product [Cl:1][C:2]1[C:3]([O:23][CH3:24])=[CH:4][C:5]([C:6]([O:8][CH3:9])=[O:7])=[CH:10][C:11]=1/[CH:12]=[CH:13]/[C:26]1[CH:27]=[N:28][C:29]([Cl:32])=[N:30][CH:31]=1, predict the reactants needed to synthesize it. The reactants are: [Cl:1][C:2]1[C:11](/[CH:12]=[CH:13]/B2OC(C)(C)C(C)(C)O2)=[CH:10][C:5]([C:6]([O:8][CH3:9])=[O:7])=[CH:4][C:3]=1[O:23][CH3:24].Br[C:26]1[CH:27]=[N:28][C:29]([Cl:32])=[N:30][CH:31]=1.C([O-])([O-])=O.[K+].[K+].C(Cl)Cl.